Dataset: NCI-60 drug combinations with 297,098 pairs across 59 cell lines. Task: Regression. Given two drug SMILES strings and cell line genomic features, predict the synergy score measuring deviation from expected non-interaction effect. (1) Drug 1: CN1CCC(CC1)COC2=C(C=C3C(=C2)N=CN=C3NC4=C(C=C(C=C4)Br)F)OC. Drug 2: COC1=C(C=C2C(=C1)N=CN=C2NC3=CC(=C(C=C3)F)Cl)OCCCN4CCOCC4. Cell line: HCT116. Synergy scores: CSS=12.1, Synergy_ZIP=-2.09, Synergy_Bliss=5.03, Synergy_Loewe=2.12, Synergy_HSA=4.38. (2) Drug 1: CC12CCC(CC1=CCC3C2CCC4(C3CC=C4C5=CN=CC=C5)C)O. Drug 2: CCC1(CC2CC(C3=C(CCN(C2)C1)C4=CC=CC=C4N3)(C5=C(C=C6C(=C5)C78CCN9C7C(C=CC9)(C(C(C8N6C=O)(C(=O)OC)O)OC(=O)C)CC)OC)C(=O)OC)O.OS(=O)(=O)O. Cell line: COLO 205. Synergy scores: CSS=51.4, Synergy_ZIP=6.16, Synergy_Bliss=11.6, Synergy_Loewe=-11.3, Synergy_HSA=8.00. (3) Drug 1: C(CC(=O)O)C(=O)CN.Cl. Drug 2: C1CN(P(=O)(OC1)NCCCl)CCCl. Cell line: K-562. Synergy scores: CSS=2.35, Synergy_ZIP=-1.05, Synergy_Bliss=-1.23, Synergy_Loewe=0.670, Synergy_HSA=-2.06. (4) Drug 1: C1CN1C2=NC(=NC(=N2)N3CC3)N4CC4. Drug 2: CC12CCC3C(C1CCC2OP(=O)(O)O)CCC4=C3C=CC(=C4)OC(=O)N(CCCl)CCCl.[Na+]. Cell line: BT-549. Synergy scores: CSS=22.9, Synergy_ZIP=-6.20, Synergy_Bliss=-3.99, Synergy_Loewe=-13.8, Synergy_HSA=-0.982. (5) Drug 1: CC1=C(C=C(C=C1)NC(=O)C2=CC=C(C=C2)CN3CCN(CC3)C)NC4=NC=CC(=N4)C5=CN=CC=C5. Drug 2: C1CNP(=O)(OC1)N(CCCl)CCCl. Cell line: A549. Synergy scores: CSS=-3.31, Synergy_ZIP=3.26, Synergy_Bliss=2.74, Synergy_Loewe=-1.47, Synergy_HSA=-1.75. (6) Drug 1: C1=NC2=C(N=C(N=C2N1C3C(C(C(O3)CO)O)O)F)N. Synergy scores: CSS=2.68, Synergy_ZIP=0.662, Synergy_Bliss=4.43, Synergy_Loewe=1.15, Synergy_HSA=1.97. Cell line: KM12. Drug 2: CNC(=O)C1=NC=CC(=C1)OC2=CC=C(C=C2)NC(=O)NC3=CC(=C(C=C3)Cl)C(F)(F)F. (7) Drug 1: CC1=C(C(CCC1)(C)C)C=CC(=CC=CC(=CC(=O)O)C)C. Drug 2: CCC(=C(C1=CC=CC=C1)C2=CC=C(C=C2)OCCN(C)C)C3=CC=CC=C3.C(C(=O)O)C(CC(=O)O)(C(=O)O)O. Cell line: UACC-257. Synergy scores: CSS=0.769, Synergy_ZIP=-2.22, Synergy_Bliss=-1.96, Synergy_Loewe=-1.03, Synergy_HSA=-0.369.